Dataset: TCR-epitope binding with 47,182 pairs between 192 epitopes and 23,139 TCRs. Task: Binary Classification. Given a T-cell receptor sequence (or CDR3 region) and an epitope sequence, predict whether binding occurs between them. (1) The epitope is NLDSKVGGNY. The TCR CDR3 sequence is CASSQRPYEQYF. Result: 0 (the TCR does not bind to the epitope). (2) The epitope is KAYNVTQAF. The TCR CDR3 sequence is CASSLLFREGDTQYF. Result: 1 (the TCR binds to the epitope). (3) The TCR CDR3 sequence is CACQELNTGELFF. The epitope is YLQPRTFLL. Result: 1 (the TCR binds to the epitope). (4) The epitope is RISNCVADY. The TCR CDR3 sequence is CASSVLAGGLDTQYF. Result: 0 (the TCR does not bind to the epitope). (5) The epitope is MLNIPSINV. The TCR CDR3 sequence is CASSSFGYNEQFF. Result: 0 (the TCR does not bind to the epitope). (6) The epitope is YLQPRTFLL. The TCR CDR3 sequence is CASSPTAGGNTGELFF. Result: 1 (the TCR binds to the epitope).